From a dataset of Catalyst prediction with 721,799 reactions and 888 catalyst types from USPTO. Predict which catalyst facilitates the given reaction. Reactant: [CH2:1]([N:8]1[CH2:13][CH2:12][C:11]([CH2:15][O:16][C:17]2[CH:22]=[CH:21][C:20]([C:23]([OH:25])=[O:24])=[CH:19][CH:18]=2)([OH:14])[CH2:10][CH2:9]1)[C:2]1[CH:7]=[CH:6][CH:5]=[CH:4][CH:3]=1.[CH3:26][Si](C=[N+]=[N-])(C)C.CCCCCC. Product: [CH2:1]([N:8]1[CH2:9][CH2:10][C:11]([CH2:15][O:16][C:17]2[CH:22]=[CH:21][C:20]([C:23]([O:25][CH3:26])=[O:24])=[CH:19][CH:18]=2)([OH:14])[CH2:12][CH2:13]1)[C:2]1[CH:7]=[CH:6][CH:5]=[CH:4][CH:3]=1. The catalyst class is: 5.